Dataset: Full USPTO retrosynthesis dataset with 1.9M reactions from patents (1976-2016). Task: Predict the reactants needed to synthesize the given product. (1) Given the product [C:22]([O:1][CH2:2][CH2:3][CH2:4][O:5][C:6](=[O:14])[C:7]1[CH:12]=[CH:11][C:10]([OH:13])=[CH:9][CH:8]=1)(=[O:26])[C:23]([CH3:25])=[CH2:24], predict the reactants needed to synthesize it. The reactants are: [OH:1][CH2:2][CH2:3][CH2:4][O:5][C:6](=[O:14])[C:7]1[CH:12]=[CH:11][C:10]([OH:13])=[CH:9][CH:8]=1.CN1CCCC1=O.[C:22](Cl)(=[O:26])[C:23]([CH3:25])=[CH2:24]. (2) Given the product [CH3:1][O:2][CH2:3][CH2:4][N:5]1[CH:9]=[C:8]([NH2:10])[CH:7]=[N:6]1, predict the reactants needed to synthesize it. The reactants are: [CH3:1][O:2][CH2:3][CH2:4][N:5]1[CH:9]=[C:8]([N+:10]([O-])=O)[CH:7]=[N:6]1. (3) Given the product [C:24]1([CH2:19][C:18]([NH:17][C:15]2[CH:14]=[CH:13][C:11]3[O:12][C:7]4[CH:6]=[C:5]([NH:4][C:1](=[O:3])[CH2:2][C:40]5[CH:45]=[CH:44][CH:43]=[CH:42][CH:41]=5)[CH:22]=[CH:21][C:8]=4[O:9][C:10]=3[CH:16]=2)=[O:20])[CH:29]=[CH:28][CH:27]=[CH:26][CH:25]=1, predict the reactants needed to synthesize it. The reactants are: [C:1]([NH:4][C:5]1[CH:22]=[CH:21][C:8]2[O:9][C:10]3[CH:16]=[C:15]([NH:17][C:18](=[O:20])[CH3:19])[CH:14]=[CH:13][C:11]=3[O:12][C:7]=2[CH:6]=1)(=[O:3])[CH3:2].I[C:24]1[CH:29]=[CH:28][CH:27]=[CH:26][CH:25]=1.C(=O)([O-])[O-].[K+].[K+].N1[C:45]2[C:40](=[CH:41][CH:42]=[CH:43][CH:44]=2)C=CC=1. (4) The reactants are: [CH:1]1([C:6]2([CH2:26][CH2:27][CH2:28][CH2:29][CH:30]3[CH2:35][CH2:34][N:33](C(OC(C)(C)C)=O)[CH2:32][CH2:31]3)[CH2:11][C:10]([OH:12])=[C:9]([CH2:13][C:14]3[N:24]=[C:17]4[N:18]=[C:19]([CH3:23])[CH:20]=[C:21]([CH3:22])[N:16]4[N:15]=3)[C:8](=[O:25])[O:7]2)[CH2:5][CH2:4][CH2:3][CH2:2]1.Cl. Given the product [CH:1]1([C:6]2([CH2:26][CH2:27][CH2:28][CH2:29][CH:30]3[CH2:31][CH2:32][NH:33][CH2:34][CH2:35]3)[O:7][C:8](=[O:25])[C:9]([CH2:13][C:14]3[N:24]=[C:17]4[N:18]=[C:19]([CH3:23])[CH:20]=[C:21]([CH3:22])[N:16]4[N:15]=3)=[C:10]([OH:12])[CH2:11]2)[CH2:5][CH2:4][CH2:3][CH2:2]1, predict the reactants needed to synthesize it. (5) Given the product [Br:20][CH2:11][C:9]1[S:10][C:5]2[C:4]([N:13]3[CH2:18][CH2:17][O:16][CH2:15][CH2:14]3)=[N:3][C:2]([Cl:1])=[N:7][C:6]=2[CH:8]=1, predict the reactants needed to synthesize it. The reactants are: [Cl:1][C:2]1[N:3]=[C:4]([N:13]2[CH2:18][CH2:17][O:16][CH2:15][CH2:14]2)[C:5]2[S:10][C:9]([CH2:11]O)=[CH:8][C:6]=2[N:7]=1.P(Br)(Br)[Br:20]. (6) The reactants are: C(OCC)(=O)C.[F:7][C:8]1[CH:9]=[C:10]([CH:14]=[C:15]([O:21][CH3:22])[C:16]=1[O:17][CH2:18][C:19]#[CH:20])[C:11](Cl)=[O:12].[CH3:23][CH:24]1[CH2:29][CH2:28][CH2:27][CH2:26][CH:25]1[NH2:30]. Given the product [CH3:23][CH:24]1[CH2:29][CH2:28][CH2:27][CH2:26][CH:25]1[NH:30][C:11](=[O:12])[C:10]1[CH:14]=[C:15]([O:21][CH3:22])[C:16]([O:17][CH2:18][C:19]#[CH:20])=[C:8]([F:7])[CH:9]=1, predict the reactants needed to synthesize it. (7) The reactants are: [C:1]([N:20]1[CH2:25][CH2:24][C:23]2[CH:26]=[CH:27][S:28][C:22]=2[CH2:21]1)([C:14]1[CH:19]=[CH:18][CH:17]=[CH:16][CH:15]=1)([C:8]1[CH:13]=[CH:12][CH:11]=[CH:10][CH:9]=1)[C:2]1[CH:7]=[CH:6][CH:5]=[CH:4][CH:3]=1.C([Li])CCC.B(OCCCC)(OCCCC)[O:35]CCCC.OO. Given the product [C:1]([N:20]1[CH2:25][CH2:24][C:23]2=[CH:26][C:27](=[O:35])[S:28][CH:22]2[CH2:21]1)([C:14]1[CH:19]=[CH:18][CH:17]=[CH:16][CH:15]=1)([C:2]1[CH:7]=[CH:6][CH:5]=[CH:4][CH:3]=1)[C:8]1[CH:13]=[CH:12][CH:11]=[CH:10][CH:9]=1, predict the reactants needed to synthesize it. (8) Given the product [C:1](=[N:11][OH:12])([C:4]1[N:9]=[CH:8][CH:7]=[CH:6][N:5]=1)[CH3:2], predict the reactants needed to synthesize it. The reactants are: [C:1]([C:4]1[N:9]=[CH:8][CH:7]=[CH:6][N:5]=1)(=O)[CH3:2].Cl.[NH2:11][OH:12].C(N(CC)CC)C.O.